Dataset: Forward reaction prediction with 1.9M reactions from USPTO patents (1976-2016). Task: Predict the product of the given reaction. Given the reactants [CH3:1][C:2]([CH3:18])([CH3:17])[CH2:3][C@H:4]([CH2:8][C:9]([N:11]1[CH2:16][CH2:15][O:14][CH2:13][CH2:12]1)=[O:10])[C:5]([OH:7])=O.[NH2:19][CH:20]([CH2:32][CH2:33][CH3:34])[C@@H:21]([C:23]1[O:24][C:25]2[CH:31]=[CH:30][CH:29]=[CH:28][C:26]=2[N:27]=1)[OH:22], predict the reaction product. The product is: [O:24]1[C:25]2[CH:31]=[CH:30][CH:29]=[CH:28][C:26]=2[N:27]=[C:23]1[C:21]([C@@H:20]([NH:19][C:5](=[O:7])[C@@H:4]([CH2:8][C:9]([N:11]1[CH2:16][CH2:15][O:14][CH2:13][CH2:12]1)=[O:10])[CH2:3][C:2]([CH3:1])([CH3:18])[CH3:17])[CH2:32][CH2:33][CH3:34])=[O:22].